From a dataset of Reaction yield outcomes from USPTO patents with 853,638 reactions. Predict the reaction yield, written as a fraction of the theoretical maximum amount of product (1.0 means a 100% yield; for example, 0.34 means a 34% yield). The reactants are O=[C:2]1[CH2:7][CH2:6][N:5]([C:8]2[CH:13]=[CH:12][C:11]([N:14]3[CH2:18][C@H:17]([CH2:19][NH:20][C:21](=[O:23])[CH3:22])[O:16][C:15]3=[O:24])=[CH:10][C:9]=2[F:25])[CH2:4][CH2:3]1.[NH2:26][CH2:27][CH2:28][SH:29].B(F)(F)F. The catalyst is O1CCCC1. The product is [S:29]1[C:2]2([CH2:7][CH2:6][N:5]([C:8]3[CH:13]=[CH:12][C:11]([N:14]4[CH2:18][C@H:17]([CH2:19][NH:20][C:21](=[O:23])[CH3:22])[O:16][C:15]4=[O:24])=[CH:10][C:9]=3[F:25])[CH2:4][CH2:3]2)[NH:26][CH2:27][CH2:28]1. The yield is 0.680.